This data is from Choline transporter screen with 302,306 compounds. The task is: Binary Classification. Given a drug SMILES string, predict its activity (active/inactive) in a high-throughput screening assay against a specified biological target. (1) The drug is S(=O)(=O)(N1CCN(CC1)c1nc(nc2sc3c(c12)CCCC3)C)c1c2nonc2ccc1. The result is 0 (inactive). (2) The molecule is s1c=2n(nc1CC)C(=N)/C(=C/c1cc(OCC)c(OCCOc3ccc(NC(=O)C)cc3)cc1)C(=O)N2. The result is 0 (inactive). (3) The drug is S(=O)(=O)(Nc1cc2c(cc1)C(OC2)=O)c1cc(OC)c(OC)cc1. The result is 0 (inactive). (4) The compound is O=C(NC1CCCC1)C1(N(C(=O)C2NC(=O)CC2)Cc2occc2)CCCCC1. The result is 0 (inactive). (5) The molecule is s1c(CC(=O)N(C2(CCCCC2)C(=O)NC2CCCCC2)CC2OCCC2)ccc1. The result is 0 (inactive). (6) The drug is Clc1c(/C=N\n2c(n[nH]c2=S)c2sccc2)c(Cl)ccc1. The result is 0 (inactive). (7) The compound is S(=O)(=O)(Nc1c(cccc1)C)c1cc2NC(=O)CCSc2cc1. The result is 0 (inactive).